From a dataset of Reaction yield outcomes from USPTO patents with 853,638 reactions. Predict the reaction yield, written as a fraction of the theoretical maximum amount of product (1.0 means a 100% yield; for example, 0.34 means a 34% yield). (1) The reactants are C(O[C:5](=[O:16])[NH:6][C:7]1[CH:12]=[CH:11][C:10]([N+:13]([O-:15])=[O:14])=[CH:9][N:8]=1)(C)=C.C[N:18]1[CH2:22][CH2:21][CH2:20][CH2:19]1.N1CCCC1. The catalyst is O1CCCC1.C(OCC)C. The product is [N+:13]([C:10]1[CH:11]=[CH:12][C:7]([NH:6][C:5]([N:18]2[CH2:22][CH2:21][CH2:20][CH2:19]2)=[O:16])=[N:8][CH:9]=1)([O-:15])=[O:14]. The yield is 0.710. (2) The reactants are [F:1][C:2]1[C:3]([C:21]2[N:25]([CH3:26])[C:24]3[CH:27]=[CH:28][CH:29]=[CH:30][C:23]=3[N:22]=2)=[CH:4][C:5]([N:8]2[CH2:13][CH2:12][N:11]([S:14]([CH2:17][CH2:18][O:19]C)(=[O:16])=[O:15])[CH2:10][CH2:9]2)=[N:6][CH:7]=1.B(Br)(Br)Br. The catalyst is C(Cl)Cl. The product is [F:1][C:2]1[C:3]([C:21]2[N:25]([CH3:26])[C:24]3[CH:27]=[CH:28][CH:29]=[CH:30][C:23]=3[N:22]=2)=[CH:4][C:5]([N:8]2[CH2:13][CH2:12][N:11]([S:14]([CH2:17][CH2:18][OH:19])(=[O:16])=[O:15])[CH2:10][CH2:9]2)=[N:6][CH:7]=1. The yield is 0.930.